From a dataset of Peptide-MHC class I binding affinity with 185,985 pairs from IEDB/IMGT. Regression. Given a peptide amino acid sequence and an MHC pseudo amino acid sequence, predict their binding affinity value. This is MHC class I binding data. (1) The peptide sequence is MTRGLLGSY. The MHC is HLA-A26:02 with pseudo-sequence HLA-A26:02. The binding affinity (normalized) is 0.936. (2) The peptide sequence is RGRAATMAL. The MHC is HLA-B15:01 with pseudo-sequence HLA-B15:01. The binding affinity (normalized) is 0.587. (3) The peptide sequence is VQRQIQVHA. The MHC is HLA-A02:02 with pseudo-sequence HLA-A02:02. The binding affinity (normalized) is 0.103. (4) The peptide sequence is SIQKNTIFK. The MHC is HLA-A11:01 with pseudo-sequence HLA-A11:01. The binding affinity (normalized) is 0.843. (5) The peptide sequence is LIDVLKTRL. The MHC is HLA-A02:06 with pseudo-sequence HLA-A02:06. The binding affinity (normalized) is 0.278. (6) The peptide sequence is LLDAHIPQLVA. The MHC is HLA-A11:01 with pseudo-sequence HLA-A11:01. The binding affinity (normalized) is 0.00657. (7) The peptide sequence is MLPKQDIVGL. The MHC is HLA-A02:01 with pseudo-sequence HLA-A02:01. The binding affinity (normalized) is 0.578.